From a dataset of Forward reaction prediction with 1.9M reactions from USPTO patents (1976-2016). Predict the product of the given reaction. (1) Given the reactants [F:1][C:2]1[C:3]([NH:27][C:28]2[CH:33]=[CH:32][C:31]([I:34])=[CH:30][C:29]=2[F:35])=[C:4]([C:9]([N:11]2[CH2:14][C:13]([CH2:16][N:17]([CH2:25][CH3:26])C(=O)OC(C)(C)C)([F:15])[CH2:12]2)=[O:10])[CH:5]=[CH:6][C:7]=1[F:8].Cl, predict the reaction product. The product is: [CH2:25]([NH:17][CH2:16][C:13]1([F:15])[CH2:14][N:11]([C:9]([C:4]2[C:3]([NH:27][C:28]3[CH:33]=[CH:32][C:31]([I:34])=[CH:30][C:29]=3[F:35])=[C:2]([F:1])[C:7]([F:8])=[CH:6][CH:5]=2)=[O:10])[CH2:12]1)[CH3:26]. (2) Given the reactants [Br:1][CH2:2][C:3]([C:5]1[CH:10]=[CH:9][C:8]([N+:11]([O-])=O)=[CH:7][CH:6]=1)=[O:4].[C:14]1([C@@H:20]([NH:32][C:33]2[CH:38]=[CH:37][CH:36]=[CH:35][CH:34]=2)[C:21]([O:23][C@@H:24]2[CH:29]3[CH2:30][CH2:31][N:26]([CH2:27][CH2:28]3)[CH2:25]2)=[O:22])[CH:19]=[CH:18][CH:17]=[CH:16][CH:15]=1, predict the reaction product. The product is: [Br-:1].[NH2:11][C:8]1[CH:9]=[CH:10][C:5]([C:3](=[O:4])[CH2:2][N+:26]23[CH2:27][CH2:28][CH:29]([CH2:30][CH2:31]2)[C@@H:24]([O:23][C:21](=[O:22])[C@@H:20]([C:14]2[CH:19]=[CH:18][CH:17]=[CH:16][CH:15]=2)[NH:32][C:33]2[CH:38]=[CH:37][CH:36]=[CH:35][CH:34]=2)[CH2:25]3)=[CH:6][CH:7]=1. (3) The product is: [Cl:22][C:20]1[CH:19]=[CH:18][C:17]([OH:23])=[C:16]([CH:21]=1)[CH2:15][N:11]1[C:12]([CH3:14])=[CH:13][C:9]([C:7]([OH:8])=[O:6])=[CH:10]1. Given the reactants C[S-].[Na+].C([O:6][C:7]([C:9]1[CH:13]=[C:12]([CH3:14])[N:11]([CH2:15][C:16]2[CH:21]=[C:20]([Cl:22])[CH:19]=[CH:18][C:17]=2[O:23]CC2C=CC=CC=2)[CH:10]=1)=[O:8])C.Cl, predict the reaction product. (4) Given the reactants P(Cl)(Cl)(Cl)=O.[Br:6][C:7]1[CH:8]=[C:9]2[C:14](=[CH:15][CH:16]=1)[C:13](=[O:17])[N:12]([CH2:18][CH:19]1[CH2:21][CH2:20]1)[CH:11]=[CH:10]2.CN([CH:25]=[O:26])C, predict the reaction product. The product is: [Br:6][C:7]1[CH:8]=[C:9]2[C:14](=[CH:15][CH:16]=1)[C:13](=[O:17])[N:12]([CH2:18][CH:19]1[CH2:20][CH2:21]1)[CH:11]=[C:10]2[CH:25]=[O:26]. (5) Given the reactants [O:1]1[CH2:6][CH2:5][N:4]([C:7]2[C:16]3[C:11](=[CH:12][CH:13]=[C:14](B(O)O)[CH:15]=3)[N:10]=[CH:9][CH:8]=2)[CH2:3][CH2:2]1.C([O-])([O-])=O.[Na+].[Na+].Br[C:27]1[CH:28]=[C:29]([CH2:34][OH:35])[C:30]([Cl:33])=[N:31][CH:32]=1, predict the reaction product. The product is: [Cl:33][C:30]1[C:29]([CH2:34][OH:35])=[CH:28][C:27]([C:14]2[CH:15]=[C:16]3[C:11](=[CH:12][CH:13]=2)[N:10]=[CH:9][CH:8]=[C:7]3[N:4]2[CH2:5][CH2:6][O:1][CH2:2][CH2:3]2)=[CH:32][N:31]=1. (6) Given the reactants [C:1]([O:5][C:6]([NH:8][C@H:9]([C:22]([OH:24])=O)[CH2:10][CH2:11][CH2:12][CH2:13][NH:14][C:15]([O:17][C:18]([CH3:21])([CH3:20])[CH3:19])=[O:16])=[O:7])([CH3:4])([CH3:3])[CH3:2].O.ON1C2C=CC=CC=2N=N1.Cl.CN(C)CCCN=C=NCC.C(N(CC)C(C)C)(C)C.FC(F)(F)C(O)=O.[NH2:64][C@H:65]([C:67]([O:69][CH2:70][CH2:71][O:72][C:73]1[CH:78]=[CH:77][C:76]([C:79]2[C:84]([C:85]#[N:86])=[C:83]([NH:87][CH2:88][CH2:89][CH3:90])[N:82]=[C:81]([S:91][CH2:92][C:93]3[N:94]=[C:95]([C:98]4[CH:103]=[CH:102][C:101]([Cl:104])=[CH:100][CH:99]=4)[S:96][CH:97]=3)[C:80]=2[C:105]#[N:106])=[CH:75][CH:74]=1)=[O:68])[CH3:66], predict the reaction product. The product is: [C:1]([O:5][C:6]([NH:8][C@H:9]([C:22]([NH:64][C@H:65]([C:67]([O:69][CH2:70][CH2:71][O:72][C:73]1[CH:78]=[CH:77][C:76]([C:79]2[C:84]([C:85]#[N:86])=[C:83]([NH:87][CH2:88][CH2:89][CH3:90])[N:82]=[C:81]([S:91][CH2:92][C:93]3[N:94]=[C:95]([C:98]4[CH:103]=[CH:102][C:101]([Cl:104])=[CH:100][CH:99]=4)[S:96][CH:97]=3)[C:80]=2[C:105]#[N:106])=[CH:75][CH:74]=1)=[O:68])[CH3:66])=[O:24])[CH2:10][CH2:11][CH2:12][CH2:13][NH:14][C:15]([O:17][C:18]([CH3:19])([CH3:20])[CH3:21])=[O:16])=[O:7])([CH3:2])([CH3:3])[CH3:4].